This data is from Full USPTO retrosynthesis dataset with 1.9M reactions from patents (1976-2016). The task is: Predict the reactants needed to synthesize the given product. (1) Given the product [F:21][C:22]1[CH:30]=[C:29]2[C:25]([C:26]([C:40]3[CH:41]=[C:42]4[C:46](=[CH:47][CH:48]=3)[NH:45][N:44]=[CH:43]4)=[CH:27][NH:28]2)=[CH:24][CH:23]=1, predict the reactants needed to synthesize it. The reactants are: FC1C=C2C(C(I)=CN2S(C2C=CC=CC=2)(=O)=O)=CC=1.[F:21][C:22]1[CH:30]=[C:29]2[C:25]([C:26]([C:40]3[CH:41]=[C:42]4[C:46](=[CH:47][CH:48]=3)[NH:45][N:44]=[CH:43]4)=[CH:27][N:28]2S(C2C=CC=CC=2)(=O)=O)=[CH:24][CH:23]=1. (2) Given the product [O:1]=[C:2]1[NH:11][C:10]2[C:5](=[CH:6][CH:7]=[CH:8][CH:9]=2)[NH:4][CH:3]1[CH2:12][C:13]([OH:14])=[O:17], predict the reactants needed to synthesize it. The reactants are: [O:1]=[C:2]1[NH:11][C:10]2[C:5](=[CH:6][CH:7]=[CH:8][CH:9]=2)[NH:4][CH:3]1[CH2:12][C:13](N)=[O:14].Cl.[OH-:17].[Na+]. (3) Given the product [C:1]([N:8]1[CH2:13][CH2:12][CH:11]([CH2:14][CH2:15][OH:16])[CH2:10][CH2:9]1)([O:3][C:4]([CH3:7])([CH3:6])[CH3:5])=[O:2], predict the reactants needed to synthesize it. The reactants are: [C:1]([N:8]1[CH2:13][CH2:12][CH:11]([CH2:14][C:15](O)=[O:16])[CH2:10][CH2:9]1)([O:3][C:4]([CH3:7])([CH3:6])[CH3:5])=[O:2].B.C1COCC1.[OH-].[Na+]. (4) The reactants are: CO[C:3]([C@H:5]1[CH2:17][C:16]2[C:15]3[C:10](=[CH:11][CH:12]=[CH:13][CH:14]=3)[NH:9][C:8]=2[C@@H:7]([C:18]2[CH:23]=[C:22]([O:24][CH3:25])[CH:21]=[C:20]([O:26][CH3:27])[CH:19]=2)[NH:6]1)=[O:4].[CH3:28][N:29]=[C:30]=[S:31]. Given the product [CH3:25][O:24][C:22]1[CH:23]=[C:18]([C@@H:7]2[C:8]3[NH:9][C:10]4[C:15](=[CH:14][CH:13]=[CH:12][CH:11]=4)[C:16]=3[CH2:17][C@H:5]3[C:3](=[O:4])[N:29]([CH3:28])[C:30](=[S:31])[N:6]23)[CH:19]=[C:20]([O:26][CH3:27])[CH:21]=1, predict the reactants needed to synthesize it.